Predict which catalyst facilitates the given reaction. From a dataset of Catalyst prediction with 721,799 reactions and 888 catalyst types from USPTO. (1) Reactant: C[N:2](C(ON1N=NC2C=CC=NC1=2)=[N+](C)C)C.F[P-](F)(F)(F)(F)F.[Br:25][C:26]1[CH:27]=[CH:28][C:29]([I:35])=[C:30]([CH:34]=1)[C:31](O)=[O:32].[Cl-].[NH4+].[OH-].[NH4+]. Product: [Br:25][C:26]1[CH:27]=[CH:28][C:29]([I:35])=[C:30]([CH:34]=1)[C:31]([NH2:2])=[O:32]. The catalyst class is: 454. (2) Reactant: [C:1]([O:5][C:6](=[O:30])[CH2:7][CH2:8][CH2:9][O:10][C:11]1[CH:16]=[CH:15][CH:14]=[C:13]([CH3:17])[C:12]=1[N:18]([C:20](=[O:29])[C:21]1[CH:26]=[CH:25][C:24]([Cl:27])=[C:23](Br)[CH:22]=1)[CH3:19])([CH3:4])([CH3:3])[CH3:2].[B:31]1([B:31]2[O:35][C:34]([CH3:37])([CH3:36])[C:33]([CH3:39])([CH3:38])[O:32]2)[O:35][C:34]([CH3:37])([CH3:36])[C:33]([CH3:39])([CH3:38])[O:32]1.C([O-])(=O)C.[K+]. Product: [C:1]([O:5][C:6](=[O:30])[CH2:7][CH2:8][CH2:9][O:10][C:11]1[CH:16]=[CH:15][CH:14]=[C:13]([CH3:17])[C:12]=1[N:18]([C:20](=[O:29])[C:21]1[CH:26]=[CH:25][C:24]([Cl:27])=[C:23]([B:31]2[O:35][C:34]([CH3:37])([CH3:36])[C:33]([CH3:39])([CH3:38])[O:32]2)[CH:22]=1)[CH3:19])([CH3:4])([CH3:3])[CH3:2]. The catalyst class is: 75.